From a dataset of KCNQ2 potassium channel screen with 302,405 compounds. Binary Classification. Given a drug SMILES string, predict its activity (active/inactive) in a high-throughput screening assay against a specified biological target. (1) The molecule is S=C(N1CCCCCC1)Nc1ccc(cc1)C(=O)C. The result is 0 (inactive). (2) The compound is Fc1c(C2N(O)C3C(N2O)CCCC3)cccc1. The result is 0 (inactive). (3) The compound is S(=O)(=O)(NC(c1c(n(nc1)c1ccc(OC)cc1)C)C)c1c(scc1)C(OC)=O. The result is 0 (inactive). (4) The drug is O1C(C(O)C(O)C(O)C1Oc1c(OC)cc2c(oc(=O)c(Oc3cc4oc(=O)ccc4cc3)c2)c1)COC(=O)CC(O)(CC(O)=O)C. The result is 0 (inactive).